From a dataset of Forward reaction prediction with 1.9M reactions from USPTO patents (1976-2016). Predict the product of the given reaction. (1) Given the reactants [CH2:1]([N:3]1[CH:7]=[CH:6][C:5]([C:8](O)=[O:9])=[N:4]1)[CH3:2].[N+](=C[Si](C)(C)C)=[N-].C1COCC1.[H-].[Al+3].[Li+].[H-].[H-].[H-], predict the reaction product. The product is: [CH2:1]([N:3]1[CH:7]=[CH:6][C:5]([CH2:8][OH:9])=[N:4]1)[CH3:2]. (2) Given the reactants [Cl:1][C:2]1[CH:3]=[C:4]2[C:8](=[CH:9][CH:10]=1)[NH:7][C:6]([C:11]([CH:13]([CH2:25][CH2:26][CH3:27])[CH2:14][C:15]1[CH:24]=[CH:23][C:18]([C:19]([O:21][CH3:22])=[O:20])=[CH:17][CH:16]=1)=[O:12])=[CH:5]2.[H-].[Na+].[F:30][C:31]([F:41])([F:40])[C:32]1[CH:39]=[CH:38][C:35]([CH2:36]Br)=[CH:34][CH:33]=1, predict the reaction product. The product is: [Cl:1][C:2]1[CH:3]=[C:4]2[C:8](=[CH:9][CH:10]=1)[N:7]([CH2:36][C:35]1[CH:34]=[CH:33][C:32]([C:31]([F:30])([F:40])[F:41])=[CH:39][CH:38]=1)[C:6]([C:11]([CH:13]([CH2:25][CH2:26][CH3:27])[CH2:14][C:15]1[CH:24]=[CH:23][C:18]([C:19]([O:21][CH3:22])=[O:20])=[CH:17][CH:16]=1)=[O:12])=[CH:5]2. (3) The product is: [C:8]([C:5]1[CH:4]=[CH:3][C:2]([CH:10]2[CH2:12][CH2:11]2)=[CH:7][N:6]=1)#[N:9]. Given the reactants Cl[C:2]1[CH:3]=[CH:4][C:5]([C:8]#[N:9])=[N:6][CH:7]=1.[CH:10]1(B(O)O)[CH2:12][CH2:11]1.P([O-])([O-])([O-])=O.[K+].[K+].[K+].C1(P(C2CCCCC2)C2CCCCC2)CCCCC1, predict the reaction product. (4) Given the reactants [NH2:1][C:2]1[C:3]([N:8]2[CH2:12][C@@H:11]([N:13]([CH3:15])[CH3:14])[CH2:10][C:9]2=[O:16])=[N:4][N:5]([CH3:7])[CH:6]=1.[C:17]([O:21][C:22]([N:24]([CH2:39][C:40]([F:43])([F:42])[F:41])[C:25]1[CH:30]=[C:29]([C:31]2[O:32][CH:33]=[C:34]([C:36](O)=[O:37])[N:35]=2)[CH:28]=[CH:27][N:26]=1)=[O:23])([CH3:20])([CH3:19])[CH3:18].CN(C(ON1N=NC2C=CC=NC1=2)=[N+](C)C)C.F[P-](F)(F)(F)(F)F.C(N(C(C)C)CC)(C)C, predict the reaction product. The product is: [CH3:15][N:13]([CH3:14])[C@@H:11]1[CH2:12][N:8]([C:3]2[C:2]([NH:1][C:36]([C:34]3[N:35]=[C:31]([C:29]4[CH:28]=[CH:27][N:26]=[C:25]([N:24]([CH2:39][C:40]([F:42])([F:41])[F:43])[C:22](=[O:23])[O:21][C:17]([CH3:20])([CH3:19])[CH3:18])[CH:30]=4)[O:32][CH:33]=3)=[O:37])=[CH:6][N:5]([CH3:7])[N:4]=2)[C:9](=[O:16])[CH2:10]1. (5) The product is: [Br:21][C:17]1[C:16]2[CH:20]=[C:12]([C:23]([OH:26])=[O:24])[CH:13]=[CH:14][C:15]=2[O:19][CH:18]=1. Given the reactants Cl.[C@H]12N[C@H](CC1)C[C@H]2NC([C:12]1[CH:13]=[CH:14][C:15]2[O:19][CH:18]=[CH:17][C:16]=2[CH:20]=1)=O.[Br:21]Br.[C:23]([O-:26])(O)=[O:24].[Na+].C(=O)([O-])[O-].[K+].[K+], predict the reaction product. (6) Given the reactants S(=O)(=O)(O)O.I([O-])(=O)(=O)=O.[Na+].[I:12]I.[CH2:14]([C:16]1[CH:21]=[CH:20][C:19]([C:22]([F:25])([F:24])[F:23])=[CH:18][CH:17]=1)[CH3:15].S(S([O-])=O)([O-])(=O)=O.[Na+].[Na+], predict the reaction product. The product is: [I:12][C:17]1[CH:18]=[C:19]([C:22]([F:23])([F:24])[F:25])[CH:20]=[CH:21][C:16]=1[CH2:14][CH3:15]. (7) Given the reactants [I:1][C:2]1[CH:3]=[CH:4][C:5]2[N:6]([CH:8]=[C:9]([NH2:11])[N:10]=2)[N:7]=1.[O:12]1[CH2:17][CH2:16][CH:15]([C:18](Cl)=[O:19])[CH2:14][CH2:13]1.CN(C)C(=O)C, predict the reaction product. The product is: [I:1][C:2]1[CH:3]=[CH:4][C:5]2[N:6]([CH:8]=[C:9]([NH:11][C:18]([CH:15]3[CH2:16][CH2:17][O:12][CH2:13][CH2:14]3)=[O:19])[N:10]=2)[N:7]=1. (8) The product is: [CH2:1]([O:3][C:4]([C:5]1[C:6](=[O:7])[C:8]2[CH:13]=[N:12][C:11]([S:14][CH3:15])=[N:10][C:9]=2[N:44]([C:41]2[CH:42]=[CH:43][C:38]([CH2:36][CH3:37])=[CH:39][CH:40]=2)[CH:19]=1)=[O:18])[CH3:2]. Given the reactants [CH2:1]([O:3][C:4](=[O:18])[CH2:5][C:6]([C:8]1[C:9](OC)=[N:10][C:11]([S:14][CH3:15])=[N:12][CH:13]=1)=[O:7])[CH3:2].[C:19](OC(=O)C)(=O)C.C(OC(OCC)OCC)C.[C:36]([C:38]1[CH:43]=[CH:42][C:41]([NH2:44])=[CH:40][CH:39]=1)#[CH:37].C([O-])([O-])=O.[K+].[K+], predict the reaction product. (9) Given the reactants [F:1][C:2]([F:12])([F:11])[O:3][C:4]1[CH:9]=[CH:8][CH:7]=[CH:6][C:5]=1[OH:10].C(N(CC)CC)C.Cl[C:21]([O:23][CH3:24])=[O:22], predict the reaction product. The product is: [C:21](=[O:22])([O:10][C:5]1[CH:6]=[CH:7][CH:8]=[CH:9][C:4]=1[O:3][C:2]([F:11])([F:12])[F:1])[O:23][CH3:24]. (10) Given the reactants [Cl:1][C:2]1[CH:9]=[CH:8][C:5]([CH:6]=[O:7])=[C:4](F)[CH:3]=1.[NH:11]1[CH2:15][CH2:14][C@@H:13]([NH:16][C:17](=[O:23])[O:18][C:19]([CH3:22])([CH3:21])[CH3:20])[CH2:12]1.C([O-])([O-])=O.[K+].[K+].CS(C)=O, predict the reaction product. The product is: [Cl:1][C:2]1[CH:9]=[CH:8][C:5]([CH:6]=[O:7])=[C:4]([N:11]2[CH2:15][CH2:14][C@@H:13]([NH:16][C:17](=[O:23])[O:18][C:19]([CH3:21])([CH3:20])[CH3:22])[CH2:12]2)[CH:3]=1.